This data is from NCI-60 drug combinations with 297,098 pairs across 59 cell lines. The task is: Regression. Given two drug SMILES strings and cell line genomic features, predict the synergy score measuring deviation from expected non-interaction effect. (1) Drug 1: COC1=C2C(=CC3=C1OC=C3)C=CC(=O)O2. Drug 2: B(C(CC(C)C)NC(=O)C(CC1=CC=CC=C1)NC(=O)C2=NC=CN=C2)(O)O. Cell line: MALME-3M. Synergy scores: CSS=47.6, Synergy_ZIP=-1.25, Synergy_Bliss=-5.61, Synergy_Loewe=-50.9, Synergy_HSA=-5.98. (2) Drug 2: CCC(=C(C1=CC=CC=C1)C2=CC=C(C=C2)OCCN(C)C)C3=CC=CC=C3.C(C(=O)O)C(CC(=O)O)(C(=O)O)O. Synergy scores: CSS=35.1, Synergy_ZIP=-2.80, Synergy_Bliss=-3.46, Synergy_Loewe=-23.1, Synergy_HSA=-3.07. Cell line: SR. Drug 1: C1=CC(=CC=C1CC(C(=O)O)N)N(CCCl)CCCl.Cl. (3) Drug 1: C1=CC=C(C=C1)NC(=O)CCCCCCC(=O)NO. Drug 2: CS(=O)(=O)OCCCCOS(=O)(=O)C. Cell line: 786-0. Synergy scores: CSS=6.64, Synergy_ZIP=-3.40, Synergy_Bliss=-1.98, Synergy_Loewe=-1.65, Synergy_HSA=-0.997. (4) Synergy scores: CSS=19.1, Synergy_ZIP=-4.37, Synergy_Bliss=-2.20, Synergy_Loewe=-0.952, Synergy_HSA=-1.37. Cell line: RPMI-8226. Drug 1: C1CC(C1)(C(=O)O)C(=O)O.[NH2-].[NH2-].[Pt+2]. Drug 2: CC1CCC2CC(C(=CC=CC=CC(CC(C(=O)C(C(C(=CC(C(=O)CC(OC(=O)C3CCCCN3C(=O)C(=O)C1(O2)O)C(C)CC4CCC(C(C4)OC)OCCO)C)C)O)OC)C)C)C)OC. (5) Drug 1: CS(=O)(=O)OCCCCOS(=O)(=O)C. Drug 2: N.N.Cl[Pt+2]Cl. Cell line: HOP-92. Synergy scores: CSS=45.2, Synergy_ZIP=0.308, Synergy_Bliss=0.432, Synergy_Loewe=-25.9, Synergy_HSA=-2.59. (6) Drug 1: CC1=C(C(=O)C2=C(C1=O)N3CC4C(C3(C2COC(=O)N)OC)N4)N. Drug 2: CC1=C(C(=CC=C1)Cl)NC(=O)C2=CN=C(S2)NC3=CC(=NC(=N3)C)N4CCN(CC4)CCO. Cell line: HT29. Synergy scores: CSS=73.7, Synergy_ZIP=6.18, Synergy_Bliss=6.01, Synergy_Loewe=17.5, Synergy_HSA=19.7. (7) Cell line: OVCAR-5. Synergy scores: CSS=16.7, Synergy_ZIP=-2.84, Synergy_Bliss=-0.870, Synergy_Loewe=-18.4, Synergy_HSA=-8.62. Drug 1: CC1C(C(=O)NC(C(=O)N2CCCC2C(=O)N(CC(=O)N(C(C(=O)O1)C(C)C)C)C)C(C)C)NC(=O)C3=C4C(=C(C=C3)C)OC5=C(C(=O)C(=C(C5=N4)C(=O)NC6C(OC(=O)C(N(C(=O)CN(C(=O)C7CCCN7C(=O)C(NC6=O)C(C)C)C)C)C(C)C)C)N)C. Drug 2: CCC1=C2CN3C(=CC4=C(C3=O)COC(=O)C4(CC)O)C2=NC5=C1C=C(C=C5)O.